From a dataset of Forward reaction prediction with 1.9M reactions from USPTO patents (1976-2016). Predict the product of the given reaction. (1) Given the reactants I[C:2]1[CH:7]=[CH:6][C:5]([CH3:8])=[CH:4][C:3]=1[CH3:9].[P:10]([O:17]CC)([O:14][CH2:15][CH3:16])[O:11][CH2:12][CH3:13], predict the reaction product. The product is: [CH2:12]([O:11][P:10]([C:2]1[CH:7]=[CH:6][C:5]([CH3:8])=[CH:4][C:3]=1[CH3:9])(=[O:17])[O:14][CH2:15][CH3:16])[CH3:13]. (2) The product is: [NH2:8][C@@H:9]([C:11]1[C:12]([F:42])=[C:13]([C:17]2[CH:18]=[C:19]([CH2:26][O:27][C:28]3[CH:33]=[CH:32][CH:31]=[CH:30][C:29]=3[CH2:34][C:35]([OH:37])=[O:36])[C:20]3[O:24][CH2:23][O:22][C:21]=3[CH:25]=2)[CH:14]=[CH:15][CH:16]=1)[CH3:10]. Given the reactants C(OC([NH:8][C@@H:9]([C:11]1[C:12]([F:42])=[C:13]([C:17]2[CH:18]=[C:19]([CH2:26][O:27][C:28]3[CH:33]=[CH:32][CH:31]=[CH:30][C:29]=3[CH2:34][C:35]([O:37]C(C)(C)C)=[O:36])[C:20]3[O:24][CH2:23][O:22][C:21]=3[CH:25]=2)[CH:14]=[CH:15][CH:16]=1)[CH3:10])=O)(C)(C)C.Cl, predict the reaction product. (3) Given the reactants [C:1]([C:5]1[CH:6]=[C:7]([NH:18][C:19](=[O:49])[NH:20][CH2:21][C:22]2[CH:48]=[CH:47][CH:46]=[CH:45][C:23]=2[CH2:24][O:25][C:26]2[CH:31]=[C:30]([CH3:32])[N:29]([C:33]3[CH:34]=[C:35]([CH:39]=[CH:40][C:41]=3[CH3:42])[C:36]([OH:38])=O)[C:28](=[O:43])[C:27]=2[Cl:44])[N:8]([C:10]2[CH:15]=[CH:14][C:13]([OH:16])=[C:12]([Cl:17])[CH:11]=2)[N:9]=1)([CH3:4])([CH3:3])[CH3:2].[NH2:50][CH2:51][C:52]([NH2:54])=[O:53].[H-].[Na+].C1N=CN(C(N2C=NC=C2)=O)C=1, predict the reaction product. The product is: [C:1]([C:5]1[CH:6]=[C:7]([NH:18][C:19](=[O:49])[NH:20][CH2:21][C:22]2[CH:48]=[CH:47][CH:46]=[CH:45][C:23]=2[CH2:24][O:25][C:26]2[CH:31]=[C:30]([CH3:32])[N:29]([C:33]3[CH:34]=[C:35]([CH:39]=[CH:40][C:41]=3[CH3:42])[C:36]([NH:50][CH2:51][C:52](=[O:53])[NH2:54])=[O:38])[C:28](=[O:43])[C:27]=2[Cl:44])[N:8]([C:10]2[CH:15]=[CH:14][C:13]([OH:16])=[C:12]([Cl:17])[CH:11]=2)[N:9]=1)([CH3:2])([CH3:4])[CH3:3]. (4) Given the reactants [CH2:1]([O:3][C:4](=[O:21])[C:5]1[CH:10]=[CH:9][C:8]([C:11]2[CH:16]=[CH:15][C:14]([O:17]C)=[C:13]([C:19]#[N:20])[N:12]=2)=[CH:7][CH:6]=1)[CH3:2].[Li+].[I-], predict the reaction product. The product is: [CH2:1]([O:3][C:4](=[O:21])[C:5]1[CH:6]=[CH:7][C:8]([C:11]2[CH:16]=[CH:15][C:14]([OH:17])=[C:13]([C:19]#[N:20])[N:12]=2)=[CH:9][CH:10]=1)[CH3:2]. (5) Given the reactants [C:1]([O:5][C:6](=[O:24])[NH:7][C:8]1[CH:13]=[C:12]([O:14][CH2:15][CH:16]2[CH2:18][CH2:17]2)[C:11]([C:19]([F:22])([F:21])[F:20])=[CH:10][C:9]=1[NH2:23])([CH3:4])([CH3:3])[CH3:2].C([O:29][C:30](=O)[CH2:31][C:32]([C:34]1[CH:39]=[CH:38][CH:37]=[C:36]([C:40]2[CH:41]=[N:42][C:43]([CH:46]3[CH2:48][CH2:47]3)=[CH:44][CH:45]=2)[CH:35]=1)=[O:33])(C)(C)C, predict the reaction product. The product is: [C:1]([O:5][C:6](=[O:24])[NH:7][C:8]1[CH:13]=[C:12]([O:14][CH2:15][CH:16]2[CH2:17][CH2:18]2)[C:11]([C:19]([F:22])([F:21])[F:20])=[CH:10][C:9]=1[NH:23][C:30](=[O:29])[CH2:31][C:32]([C:34]1[CH:39]=[CH:38][CH:37]=[C:36]([C:40]2[CH:41]=[N:42][C:43]([CH:46]3[CH2:47][CH2:48]3)=[CH:44][CH:45]=2)[CH:35]=1)=[O:33])([CH3:4])([CH3:2])[CH3:3]. (6) Given the reactants [CH3:1][C:2]1[CH:11]=[CH:10][C:9]2[C:4](=[CH:5][CH:6]=[C:7]([NH:12][C:13]3[C:18]([N+:19]([O-:21])=[O:20])=[CH:17][N:16]=[C:15]([NH:22][C@@H:23]4[CH2:27][CH2:26][C@@H:25]([C:28]([OH:30])=O)[CH2:24]4)[N:14]=3)[CH:8]=2)[N:3]=1.Cl.C[N:33](C)CCCN=C=NCC.O.ON1C2C=CC=CC=2N=N1.N.O1CCOCC1, predict the reaction product. The product is: [CH3:1][C:2]1[CH:11]=[CH:10][C:9]2[C:4](=[CH:5][CH:6]=[C:7]([NH:12][C:13]3[C:18]([N+:19]([O-:21])=[O:20])=[CH:17][N:16]=[C:15]([NH:22][C@@H:23]4[CH2:27][CH2:26][C@@H:25]([C:28]([NH2:33])=[O:30])[CH2:24]4)[N:14]=3)[CH:8]=2)[N:3]=1. (7) Given the reactants [Cl:1][C:2]1[CH:7]=[CH:6][C:5]([CH:8]([CH2:13]O)[C:9]([O:11][CH3:12])=[O:10])=[CH:4][CH:3]=1.C(N(CC)CC)C.CS(Cl)(=O)=O, predict the reaction product. The product is: [Cl:1][C:2]1[CH:3]=[CH:4][C:5]([C:8](=[CH2:13])[C:9]([O:11][CH3:12])=[O:10])=[CH:6][CH:7]=1. (8) Given the reactants [Cl:1][C:2]1[C:3]2[NH:10][CH:9]=[CH:8][C:4]=2[N:5]=[CH:6][N:7]=1.[C:11]([O:19][CH2:20][CH:21]([O:24][C:25](=[O:32])[C:26]1[CH:31]=[CH:30][CH:29]=[CH:28][CH:27]=1)[CH2:22]Br)(=[O:18])[C:12]1[CH:17]=[CH:16][CH:15]=[CH:14][CH:13]=1.C(=O)([O-])[O-].[Cs+].[Cs+].CN(C)C=O, predict the reaction product. The product is: [C:11]([O:19][CH2:20][CH:21]([O:24][C:25](=[O:32])[C:26]1[CH:31]=[CH:30][CH:29]=[CH:28][CH:27]=1)[CH2:22][N:10]1[C:3]2[C:2]([Cl:1])=[N:7][CH:6]=[N:5][C:4]=2[CH:8]=[CH:9]1)(=[O:18])[C:12]1[CH:13]=[CH:14][CH:15]=[CH:16][CH:17]=1. (9) Given the reactants [CH3:1][O:2][C:3](=[O:23])[CH2:4][C:5]1[CH:10]=[CH:9][C:8]([O:11][CH3:12])=[C:7]([O:13][C:14]2[CH:19]=[CH:18][C:17]([Br:20])=[CH:16][C:15]=2[CH:21]=O)[CH:6]=1.[CH2:24]([NH2:26])[CH3:25], predict the reaction product. The product is: [CH3:1][O:2][C:3](=[O:23])[CH2:4][C:5]1[CH:10]=[CH:9][C:8]([O:11][CH3:12])=[C:7]([O:13][C:14]2[CH:19]=[CH:18][C:17]([Br:20])=[CH:16][C:15]=2[CH2:21][NH:26][CH2:24][CH3:25])[CH:6]=1.